This data is from NCI-60 drug combinations with 297,098 pairs across 59 cell lines. The task is: Regression. Given two drug SMILES strings and cell line genomic features, predict the synergy score measuring deviation from expected non-interaction effect. (1) Drug 1: CCC1(CC2CC(C3=C(CCN(C2)C1)C4=CC=CC=C4N3)(C5=C(C=C6C(=C5)C78CCN9C7C(C=CC9)(C(C(C8N6C=O)(C(=O)OC)O)OC(=O)C)CC)OC)C(=O)OC)O.OS(=O)(=O)O. Drug 2: C1=NC2=C(N1)C(=S)N=CN2. Cell line: SK-MEL-5. Synergy scores: CSS=48.3, Synergy_ZIP=-5.45, Synergy_Bliss=-0.777, Synergy_Loewe=-22.4, Synergy_HSA=2.14. (2) Drug 1: COC1=C(C=C2C(=C1)N=CN=C2NC3=CC(=C(C=C3)F)Cl)OCCCN4CCOCC4. Drug 2: C#CCC(CC1=CN=C2C(=N1)C(=NC(=N2)N)N)C3=CC=C(C=C3)C(=O)NC(CCC(=O)O)C(=O)O. Cell line: SW-620. Synergy scores: CSS=8.29, Synergy_ZIP=-3.93, Synergy_Bliss=-3.52, Synergy_Loewe=-0.469, Synergy_HSA=-1.02.